Task: Regression. Given a peptide amino acid sequence and an MHC pseudo amino acid sequence, predict their binding affinity value. This is MHC class I binding data.. Dataset: Peptide-MHC class I binding affinity with 185,985 pairs from IEDB/IMGT (1) The peptide sequence is TPVMSRFAA. The MHC is HLA-A69:01 with pseudo-sequence HLA-A69:01. The binding affinity (normalized) is 0.0847. (2) The peptide sequence is FIHMVRCCK. The MHC is HLA-A68:01 with pseudo-sequence HLA-A68:01. The binding affinity (normalized) is 0.830. (3) The peptide sequence is SSSLTSLLK. The binding affinity (normalized) is 0.0847. The MHC is HLA-B07:02 with pseudo-sequence HLA-B07:02.